From a dataset of Forward reaction prediction with 1.9M reactions from USPTO patents (1976-2016). Predict the product of the given reaction. Given the reactants COC1C=C(OC)C=CC=1C[N:6]1[CH2:11][CH2:10][CH2:9][CH:8]([F:12])[S:7]1(=[O:14])=[O:13].FC(F)(F)C(O)=O, predict the reaction product. The product is: [F:12][CH:8]1[S:7](=[O:14])(=[O:13])[NH:6][CH2:11][CH2:10][CH2:9]1.